From a dataset of Catalyst prediction with 721,799 reactions and 888 catalyst types from USPTO. Predict which catalyst facilitates the given reaction. (1) Reactant: Cl[C:2]1[C:7]([CH:8]=O)=[C:6]([F:10])[CH:5]=[CH:4][CH:3]=1.[S:11]1[CH:15]=[CH:14][C:13](B(O)O)=[CH:12]1.C(P(C(C)(C)C)C(C)(C)C)(C)(C)C.[F-].[K+].C(O[BH-](OC(=O)C)OC(=O)C)(=O)C.[Na+].[C:48]1([N:54]2[C:58]3([CH2:63][CH2:62][NH:61][CH2:60][CH2:59]3)[C:57](=[O:64])[NH:56][CH2:55]2)[CH:53]=[CH:52][CH:51]=[CH:50][CH:49]=1. Product: [C:48]1([N:54]2[C:58]3([CH2:59][CH2:60][N:61]([CH2:8][C:7]4[C:6]([F:10])=[CH:5][CH:4]=[CH:3][C:2]=4[C:13]4[CH:14]=[CH:15][S:11][CH:12]=4)[CH2:62][CH2:63]3)[C:57](=[O:64])[NH:56][CH2:55]2)[CH:49]=[CH:50][CH:51]=[CH:52][CH:53]=1. The catalyst class is: 333. (2) Reactant: [F:1][C:2]1[C:10]2[O:9][C:8]([C:11]3[CH:16]=[CH:15][C:14]([OH:17])=[C:13]([F:18])[CH:12]=3)=[N:7][C:6]=2[CH:5]=[CH:4][C:3]=1[O:19][CH2:20][C@@H:21]([NH:23][C:24](=[O:26])[CH3:25])[CH3:22].Br[CH2:28][CH:29]1[CH2:31][C:30]1([F:33])[F:32].C(=O)([O-])[O-].[K+].[K+]. Product: [F:32][C:30]1([F:33])[CH2:31][CH:29]1[CH2:28][O:17][C:14]1[CH:15]=[CH:16][C:11]([C:8]2[O:9][C:10]3[C:2]([F:1])=[C:3]([O:19][CH2:20][C@@H:21]([NH:23][C:24](=[O:26])[CH3:25])[CH3:22])[CH:4]=[CH:5][C:6]=3[N:7]=2)=[CH:12][C:13]=1[F:18]. The catalyst class is: 39. (3) Reactant: [NH:1]1[C:9]2[C:4](=[CH:5][C:6]([C:10]([OH:12])=O)=[CH:7][CH:8]=2)[CH:3]=[CH:2]1.CCN=C=NCCCN(C)C.C1C=C2N=NN(O)C2=CC=1.O.[CH3:35][N:36]1[CH2:41][CH2:40][NH:39][CH2:38][CH2:37]1. Product: [CH3:35][N:36]1[CH2:41][CH2:40][N:39]([C:10]([C:6]2[CH:5]=[C:4]3[C:9](=[CH:8][CH:7]=2)[NH:1][CH:2]=[CH:3]3)=[O:12])[CH2:38][CH2:37]1. The catalyst class is: 18.